This data is from Catalyst prediction with 721,799 reactions and 888 catalyst types from USPTO. The task is: Predict which catalyst facilitates the given reaction. (1) Reactant: C(N(CC)CC)C.[F:8][C:9]1[CH:14]=[CH:13][CH:12]=[CH:11][C:10]=1[N:15]1[C:23]2[C:18](=[C:19]([N:24]3[CH2:31][C@@H:30]4[C@@H:26]([CH2:27][NH:28][CH2:29]4)[C:25]3=[O:32])[CH:20]=[CH:21][CH:22]=2)[CH:17]=[N:16]1.[CH:33]1([S:36](Cl)(=[O:38])=[O:37])[CH2:35][CH2:34]1. Product: [CH:33]1([S:36]([N:28]2[CH2:29][C@@H:30]3[CH2:31][N:24]([C:19]4[CH:20]=[CH:21][CH:22]=[C:23]5[C:18]=4[CH:17]=[N:16][N:15]5[C:10]4[CH:11]=[CH:12][CH:13]=[CH:14][C:9]=4[F:8])[C:25](=[O:32])[C@@H:26]3[CH2:27]2)(=[O:38])=[O:37])[CH2:35][CH2:34]1. The catalyst class is: 2. (2) Reactant: [NH:1]1[CH2:7][CH2:6][CH2:5][NH:4][CH2:3][CH2:2]1.Cl[CH2:9][C:10]1[CH:15]=[CH:14][C:13]([O:16][CH2:17][C:18]2[CH:23]=[CH:22][CH:21]=[CH:20][CH:19]=2)=[CH:12][CH:11]=1.C(N(CC)CC)C.C(=O)(O)[O-].[Na+]. Product: [C:18]1([CH2:17][O:16][C:13]2[CH:12]=[CH:11][C:10]([CH2:9][N:1]3[CH2:7][CH2:6][CH2:5][NH:4][CH2:3][CH2:2]3)=[CH:15][CH:14]=2)[CH:19]=[CH:20][CH:21]=[CH:22][CH:23]=1. The catalyst class is: 7.